Dataset: Full USPTO retrosynthesis dataset with 1.9M reactions from patents (1976-2016). Task: Predict the reactants needed to synthesize the given product. (1) Given the product [CH2:15]([O:14][C:12]([N:9]1[CH2:8][CH2:7][C:6]([CH3:19])([C:4]([OH:3])=[O:5])[CH2:11][CH2:10]1)=[O:13])[C:18]1[CH:37]=[CH:38][CH:33]=[CH:34][CH:35]=1, predict the reactants needed to synthesize it. The reactants are: C([O:3][C:4]([C:6]1([CH3:19])[CH2:11][CH2:10][N:9]([C:12]([O:14][C:15]([CH3:18])(C)C)=[O:13])[CH2:8][CH2:7]1)=[O:5])C.[OH-].[Na+].O=C1CCC(=O)N1OC(=O)OC[C:33]1[CH:38]=[CH:37]C=[CH:35][CH:34]=1. (2) Given the product [CH:1]1([C:4]2[O:8][N:7]=[C:6]([C:9]([N:18]=[N+:19]=[N-:20])=[O:11])[CH:5]=2)[CH2:3][CH2:2]1, predict the reactants needed to synthesize it. The reactants are: [CH:1]1([C:4]2[O:8][N:7]=[C:6]([C:9]([OH:11])=O)[CH:5]=2)[CH2:3][CH2:2]1.C(Cl)(=O)C(Cl)=O.[N-:18]=[N+:19]=[N-:20].[Na+]. (3) Given the product [N+:1]([C:4]1[CH:9]=[CH:8][C:7]([C:16]2[CH2:17][CH2:18][S:13][CH2:14][CH:15]=2)=[CH:6][CH:5]=1)([O-:3])=[O:2], predict the reactants needed to synthesize it. The reactants are: [N+:1]([C:4]1[CH:9]=[CH:8][C:7](B(O)O)=[CH:6][CH:5]=1)([O-:3])=[O:2].[S:13]1[CH2:18][CH:17]=[C:16](OS(C(F)(F)F)(=O)=O)[CH2:15][CH2:14]1.[Cl-].[Li+].C([O-])([O-])=O.[Na+].[Na+]. (4) Given the product [OH-:30].[NH4+:1].[F:20][C:21]1[CH:26]=[CH:25][C:24]([C:18](=[O:35])[CH2:17][CH:14]2[CH2:13][N:10]3[CH2:11][CH2:12][N:7]([C:2]4[N:1]=[CH:6][CH:5]=[CH:4][N:3]=4)[CH2:8][CH:9]3[CH2:16][CH2:15]2)=[CH:23][CH:22]=1, predict the reactants needed to synthesize it. The reactants are: [N:1]1[CH:6]=[CH:5][CH:4]=[N:3][C:2]=1[N:7]1[CH2:12][CH2:11][N:10]2[CH2:13][CH:14]([CH2:17][C:18]#N)[CH2:15][CH2:16][CH:9]2[CH2:8]1.[F:20][C:21]1[CH:26]=[CH:25][C:24]([Mg]Br)=[CH:23][CH:22]=1.S(=O)(=O)(O)[OH:30].C(=O)([O-])[O-:35].[Na+].[Na+]. (5) Given the product [C:12]([O:11][C:9](=[O:10])[NH:36][C:33]1[C:32]([CH3:37])=[CH:31][C:30]([C:25]([N:16]2[C:20]3[CH:21]=[CH:22][CH:23]=[CH:24][C:19]=3[N:18]=[N:17]2)([CH2:28][CH3:29])[CH2:26][CH3:27])=[CH:35][N:34]=1)([CH3:13])([CH3:14])[CH3:15], predict the reactants needed to synthesize it. The reactants are: [C:9](O[C:9]([O:11][C:12]([CH3:15])([CH3:14])[CH3:13])=[O:10])([O:11][C:12]([CH3:15])([CH3:14])[CH3:13])=[O:10].[N:16]1([C:25]([C:30]2[CH:31]=[C:32]([CH3:37])[C:33]([NH2:36])=[N:34][CH:35]=2)([CH2:28][CH3:29])[CH2:26][CH3:27])[C:20]2[CH:21]=[CH:22][CH:23]=[CH:24][C:19]=2[N:18]=[N:17]1. (6) Given the product [C:1]([O:5][C:6](=[O:35])[NH:7][C:8]1([C:12]2[CH:13]=[CH:14][C:15]([C:18]3[C:19]([C:29]4[CH:30]=[CH:31][CH:32]=[CH:33][CH:34]=4)=[CH:20][C:21]4[N:26]([CH2:43][C:44]5([CH3:48])[CH2:47][O:46][CH2:45]5)[C:25](=[O:27])[CH2:24][O:23][C:22]=4[N:28]=3)=[CH:16][CH:17]=2)[CH2:11][CH2:10][CH2:9]1)([CH3:4])([CH3:2])[CH3:3], predict the reactants needed to synthesize it. The reactants are: [C:1]([O:5][C:6](=[O:35])[NH:7][C:8]1([C:12]2[CH:17]=[CH:16][C:15]([C:18]3[C:19]([C:29]4[CH:34]=[CH:33][CH:32]=[CH:31][CH:30]=4)=[CH:20][C:21]4[NH:26][C:25](=[O:27])[CH2:24][O:23][C:22]=4[N:28]=3)=[CH:14][CH:13]=2)[CH2:11][CH2:10][CH2:9]1)([CH3:4])([CH3:3])[CH3:2].C(=O)([O-])[O-].[K+].[K+].Cl[CH2:43][C:44]1([CH3:48])[CH2:47][O:46][CH2:45]1.C([O-])(O)=O.[Na+]. (7) Given the product [F:1][C:2]1[C:7]([C:8]([F:10])([F:11])[F:9])=[CH:6][CH:5]=[CH:4][C:3]=1[CH2:12][NH:13][C:14](=[O:15])[O:16][C:17]([CH3:20])([CH3:19])[CH3:18], predict the reactants needed to synthesize it. The reactants are: [F:1][C:2]1[C:7]([C:8]([F:11])([F:10])[F:9])=[CH:6][CH:5]=[CH:4][C:3]=1[CH2:12][NH2:13].[C:14](O[C:14]([O:16][C:17]([CH3:20])([CH3:19])[CH3:18])=[O:15])([O:16][C:17]([CH3:20])([CH3:19])[CH3:18])=[O:15]. (8) Given the product [F:19][C:20]1[CH:21]=[C:22]([CH:27]2[CH2:36][CH2:35][C:34]3[C:29](=[CH:30][CH:31]=[C:32]([OH:38])[CH:33]=3)[O:28]2)[CH:23]=[C:24]([F:26])[CH:25]=1, predict the reactants needed to synthesize it. The reactants are: FC1C=C(C2CCC3C(=CC=C(O)C=3)O2)C=CC=1.[F:19][C:20]1[CH:21]=[C:22]([CH:27]2[CH2:36][CH:35](O)[C:34]3[C:29](=[CH:30][CH:31]=[C:32]([OH:38])[CH:33]=3)[O:28]2)[CH:23]=[C:24]([F:26])[CH:25]=1.